Dataset: Catalyst prediction with 721,799 reactions and 888 catalyst types from USPTO. Task: Predict which catalyst facilitates the given reaction. (1) Reactant: [CH3:1][C:2]([CH3:18])([CH2:7][O:8][C:9]1[C:10]([N+:15]([O-])=O)=[N:11][CH:12]=[CH:13][CH:14]=1)[C:3]([O:5][CH3:6])=[O:4]. Product: [CH3:1][C:2]([CH3:18])([CH2:7][O:8][C:9]1[C:10]([NH2:15])=[N:11][CH:12]=[CH:13][CH:14]=1)[C:3]([O:5][CH3:6])=[O:4]. The catalyst class is: 19. (2) Reactant: [CH3:1][O:2][C:3]1[CH:4]=[C:5]2[C:10](=[CH:11][C:12]=1[O:13][CH3:14])[N:9]=[CH:8][N:7]=[C:6]2[O:15][C:16]1[CH:17]=[C:18]([CH:20]=[CH:21][CH:22]=1)[NH2:19].[F:23][C:24]([C:27]1[CH:31]=[C:30]([NH:32][C:33](=O)[O:34]C2C=CC=CC=2)[N:29]([C:42]2[CH:47]=[CH:46][CH:45]=[CH:44][CH:43]=2)[N:28]=1)([F:26])[CH3:25]. Product: [F:23][C:24]([C:27]1[CH:31]=[C:30]([NH:32][C:33]([NH:19][C:18]2[CH:20]=[CH:21][CH:22]=[C:16]([O:15][C:6]3[C:5]4[C:10](=[CH:11][C:12]([O:13][CH3:14])=[C:3]([O:2][CH3:1])[CH:4]=4)[N:9]=[CH:8][N:7]=3)[CH:17]=2)=[O:34])[N:29]([C:42]2[CH:47]=[CH:46][CH:45]=[CH:44][CH:43]=2)[N:28]=1)([F:26])[CH3:25]. The catalyst class is: 230. (3) Reactant: [F:1][C:2]1[CH:3]=[C:4]([CH:7]=[CH:8][CH:9]=1)[CH2:5]Br.Cl.[O:11]=[C:12]1[C:17]([C:18]([O:20][CH3:21])=[O:19])=[CH:16][CH:15]=[CH:14][NH:13]1.[H-].[Na+]. Product: [F:1][C:2]1[CH:3]=[C:4]([CH:7]=[CH:8][CH:9]=1)[CH2:5][N:13]1[CH:14]=[CH:15][CH:16]=[C:17]([C:18]([O:20][CH3:21])=[O:19])[C:12]1=[O:11]. The catalyst class is: 3. (4) Reactant: [CH:1]([C:3]1[CH:4]=[C:5]([S:12]([C:14]2[CH:15]=[C:16]([NH:20][S:21]([C:24]3[CH:29]=[CH:28][CH:27]=[CH:26][CH:25]=3)(=[O:23])=[O:22])[CH:17]=[CH:18][CH:19]=2)=[O:13])[CH:6]=[CH:7][C:8]=1[N+:9]([O-:11])=[O:10])=O.[CH2:30]([NH2:33])[CH2:31][CH3:32].[BH-](OC(C)=O)(OC(C)=O)OC(C)=O.[Na+].C([O-])(O)=O.[Na+]. Product: [N+:9]([C:8]1[CH:7]=[CH:6][C:5]([S:12]([C:14]2[CH:15]=[C:16]([NH:20][S:21]([C:24]3[CH:29]=[CH:28][CH:27]=[CH:26][CH:25]=3)(=[O:22])=[O:23])[CH:17]=[CH:18][CH:19]=2)=[O:13])=[CH:4][C:3]=1[CH2:1][NH:33][CH2:30][CH2:31][CH3:32])([O-:11])=[O:10]. The catalyst class is: 26. (5) Reactant: [C:1]([NH:11][CH2:12][C:13]([OH:15])=O)([O:3][CH2:4][C:5]1[CH:10]=[CH:9][CH:8]=[CH:7][CH:6]=1)=[O:2].CN1CCOCC1.C(OC(Cl)=O)C(C)C.[CH:31]([NH2:34])([CH3:33])[CH3:32]. Product: [CH2:4]([O:3][C:1](=[O:2])[NH:11][CH2:12][C:13](=[O:15])[NH:34][CH:31]([CH3:33])[CH3:32])[C:5]1[CH:6]=[CH:7][CH:8]=[CH:9][CH:10]=1. The catalyst class is: 1.